Dataset: NCI-60 drug combinations with 297,098 pairs across 59 cell lines. Task: Regression. Given two drug SMILES strings and cell line genomic features, predict the synergy score measuring deviation from expected non-interaction effect. (1) Drug 1: CC(CN1CC(=O)NC(=O)C1)N2CC(=O)NC(=O)C2. Drug 2: CC12CCC3C(C1CCC2OP(=O)(O)O)CCC4=C3C=CC(=C4)OC(=O)N(CCCl)CCCl.[Na+]. Cell line: TK-10. Synergy scores: CSS=17.1, Synergy_ZIP=2.83, Synergy_Bliss=2.55, Synergy_Loewe=-2.10, Synergy_HSA=2.91. (2) Drug 1: C#CCC(CC1=CN=C2C(=N1)C(=NC(=N2)N)N)C3=CC=C(C=C3)C(=O)NC(CCC(=O)O)C(=O)O. Drug 2: CC1C(C(CC(O1)OC2CC(CC3=C2C(=C4C(=C3O)C(=O)C5=C(C4=O)C(=CC=C5)OC)O)(C(=O)CO)O)N)O.Cl. Cell line: OVCAR-5. Synergy scores: CSS=22.2, Synergy_ZIP=-2.98, Synergy_Bliss=-5.07, Synergy_Loewe=-2.64, Synergy_HSA=-2.90. (3) Drug 1: C1CCC(C(C1)N)N.C(=O)(C(=O)[O-])[O-].[Pt+4]. Drug 2: C1C(C(OC1N2C=NC(=NC2=O)N)CO)O. Cell line: SW-620. Synergy scores: CSS=44.7, Synergy_ZIP=-0.384, Synergy_Bliss=-1.31, Synergy_Loewe=2.38, Synergy_HSA=3.82. (4) Drug 1: C1CC2CC3=C(CC1C24CN(S(=O)(=O)N4)CC(F)(F)F)C=CC(=C3)C=CCN5CCC(CC5)C(F)(F)F. Drug 2: B(C(CC(C)C)NC(=O)C(CC1=CC=CC=C1)NC(=O)C2=NC=CN=C2)(O)O. Cell line: HT29. Synergy scores: CSS=80.1, Synergy_ZIP=2.36, Synergy_Bliss=2.86, Synergy_Loewe=-1.33, Synergy_HSA=3.80.